This data is from Full USPTO retrosynthesis dataset with 1.9M reactions from patents (1976-2016). The task is: Predict the reactants needed to synthesize the given product. Given the product [CH:1]1([C:4]([C:6]2[CH:11]=[CH:10][CH:9]=[C:8]([CH:12]([CH3:13])[CH3:14])[C:7]=2[OH:15])=[O:5])[CH2:2][CH2:3]1, predict the reactants needed to synthesize it. The reactants are: [CH:1]1([C:4]([C:6]2[CH:11]=[CH:10][CH:9]=[C:8]([CH:12]([CH3:14])[CH3:13])[C:7]=2[O:15]C2CCCCO2)=[O:5])[CH2:3][CH2:2]1.Cl.C(=O)(O)[O-].[Na+].